Dataset: Reaction yield outcomes from USPTO patents with 853,638 reactions. Task: Predict the reaction yield, written as a fraction of the theoretical maximum amount of product (1.0 means a 100% yield; for example, 0.34 means a 34% yield). The reactants are [C:1]([C:3]1[CH:8]=[CH:7][C:6]([N:9]2[C:16](=[O:17])[C:12]3([CH2:15][CH2:14][CH2:13]3)[N:11]([C:18]3[CH:23]=[CH:22][C:21]([CH2:24]OS(C)(=O)=O)=[CH:20][CH:19]=3)[C:10]2=[S:30])=[CH:5][C:4]=1[C:31]([F:34])([F:33])[F:32])#[N:2].[CH3:35][NH:36][CH3:37]. The catalyst is C1COCC1. The product is [CH3:35][N:36]([CH2:24][C:21]1[CH:20]=[CH:19][C:18]([N:11]2[C:10](=[S:30])[N:9]([C:6]3[CH:7]=[CH:8][C:3]([C:1]#[N:2])=[C:4]([C:31]([F:32])([F:34])[F:33])[CH:5]=3)[C:16](=[O:17])[C:12]32[CH2:15][CH2:14][CH2:13]3)=[CH:23][CH:22]=1)[CH3:37]. The yield is 0.950.